This data is from Catalyst prediction with 721,799 reactions and 888 catalyst types from USPTO. The task is: Predict which catalyst facilitates the given reaction. (1) Reactant: [Cl:1][C:2]1[CH:7]=[C:6]([N+:8]([O-:10])=[O:9])[CH:5]=[C:4]([Cl:11])[C:3]=1[C:12]1[CH:17]=[CH:16][C:15]([OH:18])=[CH:14][CH:13]=1.C(=O)([O-])[O-].[K+].[K+].Br[CH2:26][CH2:27][CH2:28][C:29]#[N:30]. Product: [Cl:1][C:2]1[CH:7]=[C:6]([N+:8]([O-:10])=[O:9])[CH:5]=[C:4]([Cl:11])[C:3]=1[C:12]1[CH:13]=[CH:14][C:15]([O:18][CH2:26][CH2:27][CH2:28][C:29]#[N:30])=[CH:16][CH:17]=1. The catalyst class is: 39. (2) The catalyst class is: 7. Product: [O:8]1[C:12]2[CH:13]=[CH:14][CH:15]=[CH:16][C:11]=2[C:10]([NH:17][C:18]([N:20]2[CH2:25][CH2:24][N:23]([C:34]([O:36][CH:37]3[CH2:41][CH2:40][CH2:39][CH2:38]3)=[O:35])[CH2:22][CH2:21]2)=[O:19])=[N:9]1. Reactant: FC(F)(F)C(O)=O.[O:8]1[C:12]2[CH:13]=[CH:14][CH:15]=[CH:16][C:11]=2[C:10]([NH:17][C:18]([N:20]2[CH2:25][CH2:24][NH:23][CH2:22][CH2:21]2)=[O:19])=[N:9]1.C(N(CC)CC)C.Cl[C:34]([O:36][CH:37]1[CH2:41][CH2:40][CH2:39][CH2:38]1)=[O:35].O. (3) Reactant: [OH:1][C:2]1[C:9]([CH3:10])=[CH:8][C:5]([CH:6]=[O:7])=[CH:4][C:3]=1[CH3:11].C(=O)([O-])[O-].[Cs+].[Cs+].Br[CH2:19][C:20]([O:22][CH2:23][CH3:24])=[O:21]. Product: [CH:6]([C:5]1[CH:4]=[C:3]([CH3:11])[C:2]([O:1][CH2:19][C:20]([O:22][CH2:23][CH3:24])=[O:21])=[C:9]([CH3:10])[CH:8]=1)=[O:7]. The catalyst class is: 21.